Dataset: Peptide-MHC class II binding affinity with 134,281 pairs from IEDB. Task: Regression. Given a peptide amino acid sequence and an MHC pseudo amino acid sequence, predict their binding affinity value. This is MHC class II binding data. (1) The peptide sequence is TDISEMGANFKADRV. The MHC is DRB5_0101 with pseudo-sequence DRB5_0101. The binding affinity (normalized) is 0.638. (2) The peptide sequence is KLSDLIIADISTAQE. The MHC is DRB1_1101 with pseudo-sequence DRB1_1101. The binding affinity (normalized) is 0.154. (3) The binding affinity (normalized) is 0.536. The peptide sequence is TPEAKFDSFVASLTE. The MHC is DRB1_1602 with pseudo-sequence DRB1_1602. (4) The peptide sequence is TIAAMMTSPLSVASM. The binding affinity (normalized) is 0.543. The MHC is HLA-DPA10301-DPB10402 with pseudo-sequence HLA-DPA10301-DPB10402. (5) The peptide sequence is YDKFVANVSTVLTGK. The MHC is DRB1_1302 with pseudo-sequence DRB1_1302. The binding affinity (normalized) is 0.876. (6) The peptide sequence is IHRIRTLIGQEKYTD. The MHC is HLA-DQA10201-DQB10402 with pseudo-sequence HLA-DQA10201-DQB10402. The binding affinity (normalized) is 0.406. (7) The peptide sequence is TRKIMKVVNRWLFRHHHHHH. The MHC is DRB3_0202 with pseudo-sequence DRB3_0202. The binding affinity (normalized) is 0.